From a dataset of Reaction yield outcomes from USPTO patents with 853,638 reactions. Predict the reaction yield, written as a fraction of the theoretical maximum amount of product (1.0 means a 100% yield; for example, 0.34 means a 34% yield). (1) The reactants are [F:1][C:2]1[CH:3]=[C:4]2[C:8](=[CH:9][CH:10]=1)[NH:7][CH:6]=[C:5]2[CH2:11][CH:12]([NH2:14])[CH3:13].CCN(C(C)C)C(C)C.[C:24]([Si:28]([C:49]1[CH:54]=[CH:53][CH:52]=[CH:51][CH:50]=1)([C:43]1[CH:48]=[CH:47][CH:46]=[CH:45][CH:44]=1)[O:29][CH2:30][C:31]([F:42])([CH3:41])[CH2:32]OS(C(F)(F)F)(=O)=O)([CH3:27])([CH3:26])[CH3:25]. The catalyst is O1CCOCC1. The product is [C:24]([Si:28]([C:43]1[CH:48]=[CH:47][CH:46]=[CH:45][CH:44]=1)([C:49]1[CH:54]=[CH:53][CH:52]=[CH:51][CH:50]=1)[O:29][CH2:30][C:31]([F:42])([CH3:41])[CH2:32][NH:14][CH:12]([CH3:13])[CH2:11][C:5]1[C:4]2[C:8](=[CH:9][CH:10]=[C:2]([F:1])[CH:3]=2)[NH:7][CH:6]=1)([CH3:25])([CH3:26])[CH3:27]. The yield is 0.820. (2) The reactants are C[O:2][C:3](=[O:29])[CH2:4][C@@H:5]1[N:11]=[C:10]([C:12]2[CH:17]=[CH:16][C:15]([Cl:18])=[CH:14][CH:13]=2)[C:9]2[CH:19]=[C:20]([O:23][CH3:24])[CH:21]=[CH:22][C:8]=2[N:7]2[C:25]([CH3:28])=[N:26][N:27]=[C:6]12.[OH-].[Na+]. The catalyst is C1COCC1. The product is [Cl:18][C:15]1[CH:16]=[CH:17][C:12]([C:10]2[C:9]3[CH:19]=[C:20]([O:23][CH3:24])[CH:21]=[CH:22][C:8]=3[N:7]3[C:25]([CH3:28])=[N:26][N:27]=[C:6]3[C@H:5]([CH2:4][C:3]([OH:29])=[O:2])[N:11]=2)=[CH:13][CH:14]=1. The yield is 0.980. (3) The reactants are [N+:1]([C:4]1[CH:10]=[C:9]([C:11]([CH3:14])([CH3:13])[CH3:12])[CH:8]=[CH:7][C:5]=1[NH2:6])([O-:3])=[O:2].CC(O)=O.[CH2:19]([CH2:23][C:24](=O)[CH3:25])[C:20]([CH3:22])=O. The catalyst is C1CCCCC1.C(Cl)Cl. The product is [C:11]([C:9]1[CH:8]=[CH:7][C:5]([N:6]2[C:24]([CH3:25])=[CH:23][CH:19]=[C:20]2[CH3:22])=[C:4]([N+:1]([O-:3])=[O:2])[CH:10]=1)([CH3:14])([CH3:13])[CH3:12]. The yield is 0.490. (4) The catalyst is [Pd].CC([O-])=O.CC([O-])=O.[Pb+2].CO. The reactants are [C:1]([O:4][C@H:5]1[CH2:10][CH2:9][C@H:8]([N:11]=[N+]=[N-])[CH:7]=[CH:6]1)(=[O:3])[CH3:2].[C:14](O[C:14]([O:16][C:17]([CH3:20])([CH3:19])[CH3:18])=[O:15])([O:16][C:17]([CH3:20])([CH3:19])[CH3:18])=[O:15]. The product is [C:1]([O:4][C@H:5]1[CH2:10][CH2:9][C@H:8]([NH:11][C:14]([O:16][C:17]([CH3:20])([CH3:19])[CH3:18])=[O:15])[CH:7]=[CH:6]1)(=[O:3])[CH3:2]. The yield is 0.770. (5) The reactants are [C:1]([O:5][C:6]([NH:8][C@@H:9]([CH:13]([CH3:15])[CH3:14])[C:10]([OH:12])=O)=[O:7])([CH3:4])([CH3:3])[CH3:2].CN(C(ON1N=NC2C=CC=CC1=2)=[N+](C)C)C.[B-](F)(F)(F)F.CN1CCOCC1.[CH3:45][O:46][CH:47]1[CH2:52][CH2:51][NH:50][CH2:49][CH2:48]1. The catalyst is CN(C=O)C. The product is [CH3:45][O:46][CH:47]1[CH2:52][CH2:51][N:50]([C:10](=[O:12])[C@@H:9]([NH:8][C:6](=[O:7])[O:5][C:1]([CH3:2])([CH3:3])[CH3:4])[CH:13]([CH3:15])[CH3:14])[CH2:49][CH2:48]1. The yield is 0.600. (6) The reactants are Cl[C:2]1[N:7]=[CH:6][C:5]([C:8]([N:10]2[CH2:15][CH2:14][O:13][CH2:12][CH2:11]2)=[O:9])=[CH:4][CH:3]=1.[C:16](=[O:19])([O-])[O-].[Na+].[Na+].[F-].C([N+](CCCC)(CCCC)CCCC)CCC.[C:40]1(C)[CH:45]=[CH:44]C=[CH:42][CH:41]=1. The catalyst is C(OCC)(=O)C.C1C=CC([P]([Pd]([P](C2C=CC=CC=2)(C2C=CC=CC=2)C2C=CC=CC=2)([P](C2C=CC=CC=2)(C2C=CC=CC=2)C2C=CC=CC=2)[P](C2C=CC=CC=2)(C2C=CC=CC=2)C2C=CC=CC=2)(C2C=CC=CC=2)C2C=CC=CC=2)=CC=1. The product is [N:10]1([C:8]([C:5]2[CH2:6][NH:7][C:2]([C:40]3[CH:45]=[CH:44][C:16]([OH:19])=[CH:42][CH:41]=3)=[CH:3][CH:4]=2)=[O:9])[CH2:15][CH2:14][O:13][CH2:12][CH2:11]1. The yield is 0.700. (7) The reactants are C([NH:5][S:6]([C:9]1[CH:14]=[CH:13][CH:12]=[C:11]([C:15]2[CH:20]=[CH:19][CH:18]=[C:17]([C:21]3[N:26]=[C:25]([CH3:27])[CH:24]=[C:23]([C:28]4[CH:29]=[N:30][C:31]([C:34]([F:37])([F:36])[F:35])=[CH:32][CH:33]=4)[N:22]=3)[N:16]=2)[CH:10]=1)(=[O:8])=[O:7])(C)(C)C.C(O)(C(F)(F)F)=O. No catalyst specified. The product is [CH3:27][C:25]1[CH:24]=[C:23]([C:28]2[CH:29]=[N:30][C:31]([C:34]([F:36])([F:37])[F:35])=[CH:32][CH:33]=2)[N:22]=[C:21]([C:17]2[N:16]=[C:15]([C:11]3[CH:10]=[C:9]([S:6]([NH2:5])(=[O:8])=[O:7])[CH:14]=[CH:13][CH:12]=3)[CH:20]=[CH:19][CH:18]=2)[N:26]=1. The yield is 0.980. (8) The reactants are CO[C:3](=[O:17])[C:4]1[C:9]([C:10]([F:13])([F:12])[F:11])=[CH:8][C:7]([F:14])=[CH:6][C:5]=1[CH2:15]Br.[Cl:18][C:19]1[CH:26]=[CH:25][C:22]([CH2:23][NH2:24])=[CH:21][CH:20]=1.C([O-])([O-])=O.[K+].[K+].C(OCC)(=O)C. The yield is 0.440. The product is [F:14][C:7]1[CH:6]=[C:5]2[C:4](=[C:9]([C:10]([F:11])([F:12])[F:13])[CH:8]=1)[C:3](=[O:17])[N:24]([CH2:23][C:22]1[CH:25]=[CH:26][C:19]([Cl:18])=[CH:20][CH:21]=1)[CH2:15]2. The catalyst is C1(C)C=CC=CC=1.CCCCCC. (9) The reactants are Cl.O.[OH:3][C:4]12[C:15]3[C:10](=[CH:11][CH:12]=[CH:13][C:14]=3[N+:16]([O-])=O)[C:9](=[O:19])[C:8]1([NH:20][C:21]([C:23]1[C:24]3[CH:34]=[N:33][N:32]([CH:35]([CH3:37])[CH3:36])[C:25]=3[N:26]=[C:27]([CH:29]([CH3:31])[CH3:30])[CH:28]=1)=[O:22])[C:7]1[CH:38]=[CH:39][C:40]([CH:42]([CH3:44])[CH3:43])=[CH:41][C:6]=1[O:5]2. The yield is 0.320. The product is [NH2:16][C:14]1[CH:13]=[CH:12][CH:11]=[C:10]2[C:15]=1[C:4](=[O:3])[C:8]1([NH:20][C:21]([C:23]3[C:24]4[CH:34]=[N:33][N:32]([CH:35]([CH3:36])[CH3:37])[C:25]=4[N:26]=[C:27]([CH:29]([CH3:30])[CH3:31])[CH:28]=3)=[O:22])[C:7]3[CH:38]=[CH:39][C:40]([CH:42]([CH3:43])[CH3:44])=[CH:41][C:6]=3[O:5][C:9]12[OH:19]. The catalyst is C(O)C.[Fe].